This data is from Reaction yield outcomes from USPTO patents with 853,638 reactions. The task is: Predict the reaction yield, written as a fraction of the theoretical maximum amount of product (1.0 means a 100% yield; for example, 0.34 means a 34% yield). (1) The product is [CH3:25][C:24]([CH3:27])([CH3:26])[C@@H:23]([C:28]([O:30][CH3:31])=[O:29])[NH:22][C:20]([C:19]1[CH:18]=[CH:17][C:16]([C:32]2[CH:37]=[CH:36][C:35]([O:38][CH3:39])=[CH:34][CH:33]=2)=[CH:15][C:14]=1[NH:13][C:11]([NH:10][C:3]1[C:2]([CH3:1])=[CH:7][C:6]([CH3:8])=[CH:5][C:4]=1[CH3:9])=[O:12])=[O:21]. The reactants are [CH3:1][C:2]1[CH:7]=[C:6]([CH3:8])[CH:5]=[C:4]([CH3:9])[C:3]=1[N:10]=[C:11]=[O:12].[NH2:13][C:14]1[CH:15]=[C:16]([C:32]2[CH:37]=[CH:36][C:35]([O:38][CH3:39])=[CH:34][CH:33]=2)[CH:17]=[CH:18][C:19]=1[C:20]([NH:22][C@H:23]([C:28]([O:30][CH3:31])=[O:29])[C:24]([CH3:27])([CH3:26])[CH3:25])=[O:21].CCCCCC.C(OCC)(=O)C. The catalyst is N1C=CC=CC=1. The yield is 0.840. (2) The reactants are [Br:1][C:2]1[C:7]([F:8])=[CH:6][C:5]([N+:9]([O-:11])=[O:10])=[CH:4][C:3]=1[N+:12]([O-])=O. The catalyst is CC(O)=O.CCOC(C)=O.C([O-])(O)=O.[Na+].[Fe]. The product is [Br:1][C:2]1[C:7]([F:8])=[CH:6][C:5]([N+:9]([O-:11])=[O:10])=[CH:4][C:3]=1[NH2:12]. The yield is 0.520. (3) The reactants are [C:1]([C:3]1[N:4]=[CH:5][C:6]([NH:9][C:10]2[CH:15]=[C:14]([NH:16][CH2:17][CH:18]3[CH2:23][CH2:22][N:21](C(OC(C)(C)C)=O)[CH2:20][CH2:19]3)[C:13]([C:31]3[O:35][N:34]=[C:33]([CH3:36])[N:32]=3)=[CH:12][N:11]=2)=[N:7][CH:8]=1)#[N:2].FC(F)(F)C(O)=O. The catalyst is ClCCl. The product is [CH3:36][C:33]1[N:32]=[C:31]([C:13]2[C:14]([NH:16][CH2:17][CH:18]3[CH2:23][CH2:22][NH:21][CH2:20][CH2:19]3)=[CH:15][C:10]([NH:9][C:6]3[N:7]=[CH:8][C:3]([C:1]#[N:2])=[N:4][CH:5]=3)=[N:11][CH:12]=2)[O:35][N:34]=1. The yield is 0.560. (4) The product is [CH3:1][C:2]1[O:6][N:5]=[C:4]([C:7]2[CH:8]=[CH:9][CH:10]=[CH:11][CH:12]=2)[C:3]=1[CH2:13][NH:14][C:15]1[CH:23]=[CH:22][C:18]([C:19]([NH:24][CH2:25][CH2:26][N:27]2[CH2:31][CH2:30][CH2:29][C:28]2=[O:32])=[O:21])=[CH:17][N:16]=1. The reactants are [CH3:1][C:2]1[O:6][N:5]=[C:4]([C:7]2[CH:12]=[CH:11][CH:10]=[CH:9][CH:8]=2)[C:3]=1[CH2:13][NH:14][C:15]1[CH:23]=[CH:22][C:18]([C:19]([OH:21])=O)=[CH:17][N:16]=1.[NH2:24][CH2:25][CH2:26][N:27]1[CH2:31][CH2:30][CH2:29][C:28]1=[O:32]. The yield is 0.830. No catalyst specified.